This data is from Full USPTO retrosynthesis dataset with 1.9M reactions from patents (1976-2016). The task is: Predict the reactants needed to synthesize the given product. Given the product [CH3:1][N:2]1[C:10]2[CH:9]=[C:8]([C:11]3[CH:16]=[CH:15][C:14]([O:17][CH2:18][CH2:19][N:20]([C:37](=[O:40])[CH2:38][CH3:39])[CH3:21])=[C:13]([C:22]([F:23])([F:25])[F:24])[CH:12]=3)[N:7]=[C:6]([C:26]#[N:27])[C:5]=2[N:4]=[CH:3]1, predict the reactants needed to synthesize it. The reactants are: [CH3:1][N:2]1[C:10]2[CH:9]=[C:8]([C:11]3[CH:16]=[CH:15][C:14]([O:17][CH2:18][CH2:19][NH:20][CH3:21])=[C:13]([C:22]([F:25])([F:24])[F:23])[CH:12]=3)[N:7]=[C:6]([C:26]#[N:27])[C:5]=2[N:4]=[CH:3]1.CCN(C(C)C)C(C)C.[C:37](Cl)(=[O:40])[CH2:38][CH3:39].